From a dataset of Forward reaction prediction with 1.9M reactions from USPTO patents (1976-2016). Predict the product of the given reaction. (1) Given the reactants [CH3:1][O:2][CH2:3][C:4]1[C:5]([N+:14]([O-:16])=[O:15])=[C:6]([CH2:10][CH:11]=[N:12]O)[CH:7]=[CH:8][CH:9]=1.C(OC(=O)C)(=O)C, predict the reaction product. The product is: [CH3:1][O:2][CH2:3][C:4]1[C:5]([N+:14]([O-:16])=[O:15])=[C:6]([CH2:10][C:11]#[N:12])[CH:7]=[CH:8][CH:9]=1. (2) Given the reactants O=S(Cl)[Cl:3].[Cl:5][C:6]1[N:14]=[C:13]2[C:9]([N:10]([CH2:24][C@H:25]3[CH2:30][CH2:29][C@H:28]([CH3:31])[CH2:27][CH2:26]3)[C:11]([CH:15]([C:17]3[CH:22]=[CH:21][CH:20]=[CH:19][C:18]=3[F:23])O)=[N:12]2)=[C:8]([C:32]2[CH:33]=[N:34][CH:35]=[C:36]([Cl:38])[CH:37]=2)[N:7]=1, predict the reaction product. The product is: [Cl:5][C:6]1[N:14]=[C:13]2[C:9]([N:10]([CH2:24][C@H:25]3[CH2:30][CH2:29][C@H:28]([CH3:31])[CH2:27][CH2:26]3)[C:11]([CH:15]([Cl:3])[C:17]3[CH:22]=[CH:21][CH:20]=[CH:19][C:18]=3[F:23])=[N:12]2)=[C:8]([C:32]2[CH:33]=[N:34][CH:35]=[C:36]([Cl:38])[CH:37]=2)[N:7]=1.